This data is from TCR-epitope binding with 47,182 pairs between 192 epitopes and 23,139 TCRs. The task is: Binary Classification. Given a T-cell receptor sequence (or CDR3 region) and an epitope sequence, predict whether binding occurs between them. (1) The epitope is RAKFKQLL. The TCR CDR3 sequence is CASSSLGGVDQPQHF. Result: 1 (the TCR binds to the epitope). (2) The epitope is FLASKIGRLV. The TCR CDR3 sequence is CASSAYSDGYNEQFF. Result: 0 (the TCR does not bind to the epitope).